From a dataset of Forward reaction prediction with 1.9M reactions from USPTO patents (1976-2016). Predict the product of the given reaction. (1) Given the reactants [NH:1]1[CH2:6][CH2:5][O:4][CH2:3][CH2:2]1.F[C:8]1[CH:13]=[CH:12][C:11]([C:14](=[O:16])[CH3:15])=[CH:10][CH:9]=1, predict the reaction product. The product is: [N:1]1([C:8]2[CH:13]=[CH:12][C:11]([C:14](=[O:16])[CH3:15])=[CH:10][CH:9]=2)[CH2:6][CH2:5][O:4][CH2:3][CH2:2]1. (2) The product is: [NH2:15][C:4]1[CH:5]=[C:6]([CH2:9][CH2:14][C:18]([O:21][CH3:22])=[O:20])[CH:7]=[CH:8][C:3]=1[O:2][CH3:1]. Given the reactants [CH3:1][O:2][C:3]1[CH:8]=[CH:7][C:6]([CH:9]([CH3:14])C(OC)=O)=[CH:5][C:4]=1[N+:15]([O-])=O.[C:18]([O:21][CH2:22]C)(=[O:20])C, predict the reaction product. (3) Given the reactants [NH2:1][C:2]1[CH:10]=[CH:9][CH:8]=[C:7]([CH3:11])[C:3]=1[C:4]([OH:6])=O.[NH2:12][CH2:13][CH2:14][CH2:15][C@H:16]1[O:20][C:19](=[O:21])[N:18]([C:22]2[CH:23]=[CH:24][C:25]3[S:30][CH2:29][C:28](=[O:31])[NH:27][C:26]=3[CH:32]=2)[CH2:17]1, predict the reaction product. The product is: [NH2:1][C:2]1[CH:10]=[CH:9][CH:8]=[C:7]([CH3:11])[C:3]=1[C:4]([NH:12][CH2:13][CH2:14][CH2:15][C@H:16]1[O:20][C:19](=[O:21])[N:18]([C:22]2[CH:23]=[CH:24][C:25]3[S:30][CH2:29][C:28](=[O:31])[NH:27][C:26]=3[CH:32]=2)[CH2:17]1)=[O:6]. (4) Given the reactants [F:1][C:2]1[CH:9]=[CH:8][C:7]([CH:10]2[C:23]3[CH:22]=[CH:21][C:20]4[C:15](=[N:16][CH:17]=[CH:18][CH:19]=4)[C:14]=3[NH:13][S:12](=[O:25])(=[O:24])[N:11]2[CH3:26])=[CH:6][C:3]=1[CH:4]=O.C(O[BH-](O[C:37](=O)[CH3:38])OC(=O)C)(=O)C.[Na+].[CH3:41][OH:42], predict the reaction product. The product is: [F:1][C:2]1[CH:9]=[CH:8][C:7]([CH:10]2[C:23]3[CH:22]=[CH:21][C:20]4[C:15](=[N:16][CH:17]=[CH:18][CH:19]=4)[C:14]=3[NH:13][S:12](=[O:25])(=[O:24])[N:11]2[CH3:26])=[CH:6][C:3]=1[CH2:4][NH:13][CH2:14][CH2:15][N:16]1[CH2:37][CH2:38][O:42][CH2:41][CH2:17]1. (5) Given the reactants Br[CH2:2][C:3](C1C=CC=CC=1)=[O:4].C1(O)C=CC=CC=1.C([O-])([O-])=O.[K+].[K+].[O:24]([CH2:31][C:32]([C:34]1[CH:39]=[CH:38][CH:37]=[CH:36][CH:35]=1)=[O:33])[C:25]1[CH:30]=[CH:29][CH:28]=[CH:27][CH:26]=1, predict the reaction product. The product is: [O:24]([CH2:31][C:32]([C:34]1[CH:35]=[CH:36][CH:37]=[CH:38][CH:39]=1)=[O:33])[C:25]1[CH:26]=[CH:27][CH:28]=[CH:29][CH:30]=1.[CH2:3]([OH:4])[CH3:2]. (6) The product is: [F:17][C:14]1[CH:15]=[CH:16][C:11]([N:8]2[C:9]3[C:5](=[CH:4][CH:3]=[C:2]([B:23]4[O:27][C:26]([CH3:29])([CH3:28])[C:25]([CH3:31])([CH3:30])[O:24]4)[CH:10]=3)[CH:6]=[N:7]2)=[CH:12][CH:13]=1. Given the reactants Br[C:2]1[CH:10]=[C:9]2[C:5]([CH:6]=[N:7][N:8]2[C:11]2[CH:16]=[CH:15][C:14]([F:17])=[CH:13][CH:12]=2)=[CH:4][CH:3]=1.C([O-])(=O)C.[K+].[B:23]1([B:23]2[O:27][C:26]([CH3:29])([CH3:28])[C:25]([CH3:31])([CH3:30])[O:24]2)[O:27][C:26]([CH3:29])([CH3:28])[C:25]([CH3:31])([CH3:30])[O:24]1, predict the reaction product.